Dataset: Forward reaction prediction with 1.9M reactions from USPTO patents (1976-2016). Task: Predict the product of the given reaction. (1) Given the reactants C(OC([NH:11][C@H:12]1[CH2:16][CH2:15][N:14]([C:17]2[N:25]3[C:21](=[N:22][C:23]4[CH:29]=[CH:28][CH:27]=[CH:26][C:24]=43)[C:20]([C:30]#[N:31])=[C:19]([CH3:32])[C:18]=2[CH2:33][CH3:34])[C:13]1=[O:35])=O)C1C=CC=CC=1, predict the reaction product. The product is: [NH2:11][C@H:12]1[CH2:16][CH2:15][N:14]([C:17]2[N:25]3[C:21](=[N:22][C:23]4[CH:29]=[CH:28][CH:27]=[CH:26][C:24]=43)[C:20]([C:30]#[N:31])=[C:19]([CH3:32])[C:18]=2[CH2:33][CH3:34])[C:13]1=[O:35]. (2) Given the reactants Cl[C:2]1[CH:15]=[CH:14][C:5]([O:6][C:7]2[CH:12]=[CH:11][CH:10]=[C:9]([F:13])[N:8]=2)=[C:4]([O:16][CH3:17])[CH:3]=1.[CH3:18][C:19]1[CH:24]=[CH:23][C:22](B(O)O)=[CH:21][CH:20]=1.C([O-])([O-])=O.[K+].[K+], predict the reaction product. The product is: [F:13][C:9]1[CH:10]=[CH:11][CH:12]=[C:7]([O:6][C:5]2[CH:14]=[CH:15][C:2]([C:22]3[CH:23]=[CH:24][C:19]([CH3:18])=[CH:20][CH:21]=3)=[CH:3][C:4]=2[O:16][CH3:17])[N:8]=1. (3) Given the reactants [NH:1]1[CH:5]=[CH:4][N:3]=[C:2]1[CH:6]=[O:7].C(=O)([O-])[O-].[K+].[K+].Br[CH2:15][C:16]1[CH:21]=[CH:20][CH:19]=[CH:18][CH:17]=1, predict the reaction product. The product is: [CH2:15]([N:1]1[CH:5]=[CH:4][N:3]=[C:2]1[CH:6]=[O:7])[C:16]1[CH:21]=[CH:20][CH:19]=[CH:18][CH:17]=1. (4) Given the reactants [CH3:1][CH:2]([O:6][C:7]1[CH:8]=[C:9]([NH2:13])[CH:10]=[CH:11][CH:12]=1)[CH2:3][CH2:4][CH3:5].[N:14]1[C:23]2[C:18](=[CH:19][CH:20]=[CH:21][CH:22]=2)[CH:17]=[C:16]([CH:24]=O)[CH:15]=1.[BH4-].[Na+], predict the reaction product. The product is: [CH3:1][CH:2]([O:6][C:7]1[CH:8]=[C:9]([NH:13][CH2:24][C:16]2[CH:15]=[N:14][C:23]3[C:18]([CH:17]=2)=[CH:19][CH:20]=[CH:21][CH:22]=3)[CH:10]=[CH:11][CH:12]=1)[CH2:3][CH2:4][CH3:5]. (5) Given the reactants [S:1](Cl)([C:4]1[CH:10]=[CH:9][C:7]([CH3:8])=[CH:6][CH:5]=1)(=[O:3])=[O:2].[C:12]([O:16][C:17]([NH:19][CH2:20][CH2:21][CH2:22][N:23]([CH3:59])[CH2:24][CH2:25][CH2:26][NH:27][C:28]1[C:40]2[C:39]3[C:34](=[CH:35][C:36]([C:41]([O:43][CH3:44])=[O:42])=[CH:37][CH:38]=3)[NH:33][C:32]=2[N:31]=[C:30]([CH2:45][C:46]2[CH:51]=[CH:50][CH:49]=[C:48]([C:52](=[N:57][OH:58])[C:53]([F:56])([F:55])[F:54])[CH:47]=2)[N:29]=1)=[O:18])([CH3:15])([CH3:14])[CH3:13].C(N(CC)CC)C, predict the reaction product. The product is: [C:12]([O:16][C:17]([NH:19][CH2:20][CH2:21][CH2:22][N:23]([CH3:59])[CH2:24][CH2:25][CH2:26][NH:27][C:28]1[C:40]2[C:39]3[C:34](=[CH:35][C:36]([C:41]([O:43][CH3:44])=[O:42])=[CH:37][CH:38]=3)[NH:33][C:32]=2[N:31]=[C:30]([CH2:45][C:46]2[CH:51]=[CH:50][CH:49]=[C:48]([C:52](=[N:57][O:58][S:1]([C:4]3[CH:10]=[CH:9][C:7]([CH3:8])=[CH:6][CH:5]=3)(=[O:3])=[O:2])[C:53]([F:54])([F:56])[F:55])[CH:47]=2)[N:29]=1)=[O:18])([CH3:15])([CH3:14])[CH3:13].